Dataset: Forward reaction prediction with 1.9M reactions from USPTO patents (1976-2016). Task: Predict the product of the given reaction. (1) The product is: [OH:1][C:2]1[CH:10]=[C:9]([NH:11][S:12]([C:15]2[C:19]([Cl:20])=[C:18]([Cl:21])[S:17][C:16]=2[Cl:22])(=[O:14])=[O:13])[CH:8]=[CH:7][C:3]=1[C:4]([O:6][CH2:24][CH2:25][CH2:26][NH:27][C:28]([O:29][C:30]([CH3:31])([CH3:33])[CH3:32])=[O:34])=[O:5]. Given the reactants [OH:1][C:2]1[CH:10]=[C:9]([NH:11][S:12]([C:15]2[C:19]([Cl:20])=[C:18]([Cl:21])[S:17][C:16]=2[Cl:22])(=[O:14])=[O:13])[CH:8]=[CH:7][C:3]=1[C:4]([OH:6])=[O:5].O[CH2:24][CH2:25][CH2:26][NH:27][C:28](=[O:34])[O:29][C:30]([CH3:33])([CH3:32])[CH3:31], predict the reaction product. (2) Given the reactants [N+:1]([C:4]1[CH:5]=[C:6]2[C:11](=[CH:12][CH:13]=1)[N:10]=[C:9]([CH2:14][CH2:15][CH3:16])[CH:8]=[C:7]2O)([O-:3])=[O:2].[OH-].[Na+].P(Cl)(Cl)([Cl:22])=O, predict the reaction product. The product is: [Cl:22][C:7]1[C:6]2[C:11](=[CH:12][CH:13]=[C:4]([N+:1]([O-:3])=[O:2])[CH:5]=2)[N:10]=[C:9]([CH2:14][CH2:15][CH3:16])[CH:8]=1. (3) Given the reactants [Li+].CCC[CH2-].C(NC(C)C)(C)C.[F:13][C:14]1[CH:19]=[CH:18][CH:17]=[C:16]([CH3:20])[N:15]=1.CN(C=[O:25])C.I([O-])(=O)(=O)=O.[Na+], predict the reaction product. The product is: [F:13][C:14]1[CH:19]=[CH:18][CH:17]=[C:16]([CH:20]=[O:25])[N:15]=1. (4) Given the reactants [Cl:1][C:2]1[CH:7]=[CH:6][C:5]([C:8](=O)[CH:9]=[CH:10][N:11](C)C)=[CH:4][C:3]=1[CH2:15][NH:16][C:17](=[O:20])[O:18][CH3:19].O.[NH2:22]N, predict the reaction product. The product is: [Cl:1][C:2]1[CH:7]=[CH:6][C:5]([C:8]2[CH:9]=[CH:10][NH:11][N:22]=2)=[CH:4][C:3]=1[CH2:15][NH:16][C:17](=[O:20])[O:18][CH3:19]. (5) Given the reactants Cl[CH2:2][CH2:3][CH2:4][CH2:5][CH2:6][N:7]1[C:15]2[C:10](=[CH:11][CH:12]=[CH:13][CH:14]=2)[C:9]2[CH2:16][CH2:17][S:18][C:19]3[CH:24]=[CH:23][CH:22]=[CH:21][C:20]=3[C:8]1=2.[NH:25]1[CH2:30][CH2:29][CH2:28][CH2:27][CH2:26]1, predict the reaction product. The product is: [N:25]1([CH2:2][CH2:3][CH2:4][CH2:5][CH2:6][N:7]2[C:15]3[C:10](=[CH:11][CH:12]=[CH:13][CH:14]=3)[C:9]3[CH2:16][CH2:17][S:18][C:19]4[CH:24]=[CH:23][CH:22]=[CH:21][C:20]=4[C:8]2=3)[CH2:30][CH2:29][CH2:28][CH2:27][CH2:26]1. (6) Given the reactants [CH2:1]([O:3][C:4](=[O:18])[C:5]([O:8][C:9]1[CH:14]=[CH:13][C:12]([CH2:15][CH2:16][NH2:17])=[CH:11][CH:10]=1)([CH3:7])[CH3:6])[CH3:2].[CH3:19][C:20]1[N:28]=[C:27]([C:29]2[CH:34]=[CH:33][C:32]([C:35]([F:38])([F:37])[F:36])=[CH:31][CH:30]=2)[CH:26]=[CH:25][C:21]=1[C:22](O)=[O:23].COC(=O)C1C=CC(C2C=CC(C(F)(F)F)=CC=2)=NC=1C, predict the reaction product. The product is: [CH2:1]([O:3][C:4](=[O:18])[C:5]([CH3:7])([O:8][C:9]1[CH:10]=[CH:11][C:12]([CH2:15][CH2:16][NH:17][C:22]([C:21]2[C:20]([CH3:19])=[N:28][C:27]([C:29]3[CH:34]=[CH:33][C:32]([C:35]([F:38])([F:36])[F:37])=[CH:31][CH:30]=3)=[CH:26][CH:25]=2)=[O:23])=[CH:13][CH:14]=1)[CH3:6])[CH3:2].